From a dataset of NCI-60 drug combinations with 297,098 pairs across 59 cell lines. Regression. Given two drug SMILES strings and cell line genomic features, predict the synergy score measuring deviation from expected non-interaction effect. (1) Drug 1: CN1CCC(CC1)COC2=C(C=C3C(=C2)N=CN=C3NC4=C(C=C(C=C4)Br)F)OC. Drug 2: CC1C(C(CC(O1)OC2CC(CC3=C2C(=C4C(=C3O)C(=O)C5=C(C4=O)C(=CC=C5)OC)O)(C(=O)CO)O)N)O.Cl. Cell line: SN12C. Synergy scores: CSS=48.6, Synergy_ZIP=-1.98, Synergy_Bliss=-1.15, Synergy_Loewe=-3.93, Synergy_HSA=1.35. (2) Drug 1: CC1=CC2C(CCC3(C2CCC3(C(=O)C)OC(=O)C)C)C4(C1=CC(=O)CC4)C. Drug 2: C(CCl)NC(=O)N(CCCl)N=O. Cell line: UACC62. Synergy scores: CSS=0.768, Synergy_ZIP=-0.518, Synergy_Bliss=-1.06, Synergy_Loewe=-4.16, Synergy_HSA=-2.59. (3) Drug 1: CC1C(C(CC(O1)OC2CC(CC3=C2C(=C4C(=C3O)C(=O)C5=C(C4=O)C(=CC=C5)OC)O)(C(=O)C)O)N)O.Cl. Drug 2: C1C(C(OC1N2C=C(C(=O)NC2=O)F)CO)O. Cell line: HOP-62. Synergy scores: CSS=52.1, Synergy_ZIP=0.377, Synergy_Bliss=1.27, Synergy_Loewe=0.314, Synergy_HSA=3.18. (4) Drug 1: C1=CC(=CC=C1C#N)C(C2=CC=C(C=C2)C#N)N3C=NC=N3. Drug 2: CC(C)CN1C=NC2=C1C3=CC=CC=C3N=C2N. Synergy scores: CSS=-0.0735, Synergy_ZIP=1.00, Synergy_Bliss=2.52, Synergy_Loewe=-2.14, Synergy_HSA=-0.903. Cell line: NCI-H226. (5) Drug 1: CC12CCC(CC1=CCC3C2CCC4(C3CC=C4C5=CN=CC=C5)C)O. Drug 2: C1=CC(=CC=C1CC(C(=O)O)N)N(CCCl)CCCl.Cl. Cell line: MDA-MB-435. Synergy scores: CSS=-2.17, Synergy_ZIP=0.625, Synergy_Bliss=-2.29, Synergy_Loewe=-11.5, Synergy_HSA=-7.99.